This data is from Full USPTO retrosynthesis dataset with 1.9M reactions from patents (1976-2016). The task is: Predict the reactants needed to synthesize the given product. (1) Given the product [CH2:1]([O:8][CH2:9][CH2:10][CH2:11][C@H:12]([C:21]1[C:25]([CH:37]2[CH2:39][CH2:38]2)=[C:24]([C:27]2[CH:31]=[C:30]([CH2:32][C:33]([CH3:36])([CH3:35])[CH3:34])[O:29][N:28]=2)[O:23][N:22]=1)[CH2:13][C:14]([O:16][C:17]([CH3:20])([CH3:19])[CH3:18])=[O:15])[C:2]1[CH:7]=[CH:6][CH:5]=[CH:4][CH:3]=1, predict the reactants needed to synthesize it. The reactants are: [CH2:1]([O:8][CH2:9][CH2:10][CH2:11][C@H:12]([C:21]1[C:25](I)=[C:24]([C:27]2[CH:31]=[C:30]([CH2:32][C:33]([CH3:36])([CH3:35])[CH3:34])[O:29][N:28]=2)[O:23][N:22]=1)[CH2:13][C:14]([O:16][C:17]([CH3:20])([CH3:19])[CH3:18])=[O:15])[C:2]1[CH:7]=[CH:6][CH:5]=[CH:4][CH:3]=1.[CH:37]1(B2OC(C)(C)C(C)(C)O2)[CH2:39][CH2:38]1.P([O-])([O-])([O-])=O.[K+].[K+].[K+]. (2) Given the product [CH3:18][O:17][C:13]1([CH3:16])[CH2:14][CH2:15][N:10]([C:8]([C:5]2[CH:6]=[CH:7][C:2]([C:27]3[CH:28]=[CH:29][C:30]4[N:31]([C:33]([C:36]5[CH:43]=[CH:42][C:39]([C:40]#[N:41])=[CH:38][CH:37]=5)=[CH:34][N:35]=4)[CH:32]=3)=[CH:3][CH:4]=2)=[O:9])[CH2:11][CH2:12]1, predict the reactants needed to synthesize it. The reactants are: Br[C:2]1[CH:7]=[CH:6][C:5]([C:8]([N:10]2[CH2:15][CH2:14][C:13]([O:17][CH3:18])([CH3:16])[CH2:12][CH2:11]2)=[O:9])=[CH:4][CH:3]=1.CC1(C)C(C)(C)OB([C:27]2[CH:28]=[CH:29][C:30]3[N:31]([C:33]([C:36]4[CH:43]=[CH:42][C:39]([C:40]#[N:41])=[CH:38][CH:37]=4)=[CH:34][N:35]=3)[CH:32]=2)O1.[O-]P([O-])([O-])=O.[K+].[K+].[K+]. (3) Given the product [Cl:1][C:2]1[CH:3]=[CH:4][C:5]([C:8]2[CH:9]=[N:10][CH:11]=[C:12]3[C:17]=2[N:16]=[C:15]([C:18]([NH:63][CH2:62][C:57]2[CH:58]=[CH:59][CH:60]=[CH:61][C:56]=2[O:55][CH3:54])=[O:20])[CH:14]=[CH:13]3)=[CH:6][CH:7]=1, predict the reactants needed to synthesize it. The reactants are: [Cl:1][C:2]1[CH:7]=[CH:6][C:5]([C:8]2[CH:9]=[N:10][CH:11]=[C:12]3[C:17]=2[N:16]=[C:15]([C:18]([OH:20])=O)[CH:14]=[CH:13]3)=[CH:4][CH:3]=1.C(N(CC)C(C)C)(C)C.F[P-](F)(F)(F)(F)F.N1(OC(N(C)C)=[N+](C)C)C2N=CC=CC=2N=N1.[CH3:54][O:55][C:56]1[CH:61]=[CH:60][CH:59]=[CH:58][C:57]=1[CH2:62][NH2:63]. (4) Given the product [OH:7][CH2:1][CH2:2][O:3][CH2:4][CH2:5][O:6][S:21]([C:18]1[CH:19]=[CH:20][C:15]([CH3:25])=[CH:16][CH:17]=1)(=[O:23])=[O:22], predict the reactants needed to synthesize it. The reactants are: [CH2:1]([OH:7])[CH2:2][O:3][CH2:4][CH2:5][OH:6].C(N(CC)CC)C.[C:15]1([CH3:25])[CH:20]=[CH:19][C:18]([S:21](Cl)(=[O:23])=[O:22])=[CH:17][CH:16]=1. (5) The reactants are: [C:1]([O:5][C:6](=[O:23])[NH:7][CH2:8][C:9]1[CH:10]=[C:11]2[C:16](=[CH:17][CH:18]=1)[N:15]=[C:14]([CH2:19][CH2:20][C:21]#[N:22])[CH:13]=[CH:12]2)([CH3:4])([CH3:3])[CH3:2].[H-].[Al+3].[Li+].[H-].[H-].[H-].C([CH:33]([CH:35]([C:37]([O-])=O)O)O)([O-])=O.[Na+].[K+].C(Cl)(Cl)Cl.[CH2:46]1[CH2:50]OC[CH2:47]1. Given the product [C:1]([O:5][C:6](=[O:23])[NH:7][CH2:8][C:9]1[CH:10]=[C:11]2[C:16](=[CH:17][CH:18]=1)[N:15]=[C:14]([CH2:19][CH2:20][CH2:21][N:22]([CH2:47][CH2:46][CH3:50])[CH2:33][CH2:35][CH3:37])[CH:13]=[CH:12]2)([CH3:4])([CH3:2])[CH3:3], predict the reactants needed to synthesize it. (6) Given the product [F:12][C:2]([F:1])([F:13])[C:3]1[CH:4]=[CH:5][C:6]([C:7]([NH:21][C:22]2[CH:23]=[CH:24][C:25]([Cl:31])=[C:26]([CH:30]=2)[C:27]([OH:29])=[O:28])=[O:9])=[CH:10][CH:11]=1, predict the reactants needed to synthesize it. The reactants are: [F:1][C:2]([F:13])([F:12])[C:3]1[CH:11]=[CH:10][C:6]([C:7]([OH:9])=O)=[CH:5][CH:4]=1.CN1CCOCC1.[NH2:21][C:22]1[CH:23]=[CH:24][C:25]([Cl:31])=[C:26]([CH:30]=1)[C:27]([OH:29])=[O:28].C([O-])(O)=O.[Na+]. (7) Given the product [I:1][C:2]1[CH:7]=[C:6]([N+:8]([O-:10])=[O:9])[CH:5]=[CH:4][C:3]=1[C:16]#[N:17], predict the reactants needed to synthesize it. The reactants are: [I:1][C:2]1[CH:7]=[C:6]([N+:8]([O-:10])=[O:9])[CH:5]=[CH:4][C:3]=1N.N([O-])=O.[Na+].[C-:16]#[N:17].[K+]. (8) Given the product [C:18]([C@H:15]1[CH2:16][CH2:17][C@H:12]([C:10]([O:9][CH3:8])=[O:11])[CH2:13][CH2:14]1)#[N:5], predict the reactants needed to synthesize it. The reactants are: ClS([N:5]=C=O)(=O)=O.[CH3:8][O:9][C:10]([C@H:12]1[CH2:17][CH2:16][C@H:15]([C:18](O)=O)[CH2:14][CH2:13]1)=[O:11]. (9) Given the product [Cl:1][C:2]1[C:11]2[CH2:10][N:9]([C@H:12]([CH:16]([CH3:17])[CH3:18])[C:13]([NH:22][C@@H:23]([CH2:27][CH3:28])[CH2:24][C:25]#[N:26])=[O:14])[C:8](=[O:19])[C:7]3=[CH:20][NH:21][C:5]([C:6]=23)=[N:4][CH:3]=1, predict the reactants needed to synthesize it. The reactants are: [Cl:1][C:2]1[C:11]2[CH2:10][N:9]([C@H:12]([CH:16]([CH3:18])[CH3:17])[C:13](O)=[O:14])[C:8](=[O:19])[C:7]3=[CH:20][NH:21][C:5]([C:6]=23)=[N:4][CH:3]=1.[NH2:22][C@@H:23]([CH2:27][CH3:28])[CH2:24][C:25]#[N:26].CN(C(ON1N=NC2C=CC=NC1=2)=[N+](C)C)C.F[P-](F)(F)(F)(F)F.